From a dataset of Full USPTO retrosynthesis dataset with 1.9M reactions from patents (1976-2016). Predict the reactants needed to synthesize the given product. (1) Given the product [CH3:1][N:2]1[CH2:7][CH2:6][CH:5]([O:8][C:9]2[CH:18]=[CH:17][C:12]([C:13]([OH:15])=[O:14])=[CH:11][C:10]=2[C:19]([F:20])([F:21])[F:22])[CH2:4][CH2:3]1, predict the reactants needed to synthesize it. The reactants are: [CH3:1][N:2]1[CH2:7][CH2:6][CH:5]([O:8][C:9]2[CH:18]=[CH:17][C:12]([C:13]([O:15]C)=[O:14])=[CH:11][C:10]=2[C:19]([F:22])([F:21])[F:20])[CH2:4][CH2:3]1.[OH-].[Na+].Cl. (2) Given the product [CH2:8]([O:15][C:16]([C:18]1[CH:19]=[C:20]2[C:24](=[CH:25][CH:26]=1)[N:23]([CH2:27][C:28](=[O:45])[CH2:29][O:30][C:31]1[CH:32]=[CH:33][C:34]([CH2:37][CH2:38][CH2:39][CH2:40][CH2:41][CH2:42][CH2:43][CH3:44])=[CH:35][CH:36]=1)[CH:22]=[C:21]2[C:46](=[O:59])[CH2:47][CH2:48][C:49]([O:51][CH2:52][C:53]1[CH:58]=[CH:57][CH:56]=[CH:55][CH:54]=1)=[O:50])=[O:17])[C:9]1[CH:14]=[CH:13][CH:12]=[CH:11][CH:10]=1, predict the reactants needed to synthesize it. The reactants are: C(OC(=O)C)(=O)C.[CH2:8]([O:15][C:16]([C:18]1[CH:19]=[C:20]2[C:24](=[CH:25][CH:26]=1)[N:23]([CH2:27][CH:28]([OH:45])[CH2:29][O:30][C:31]1[CH:36]=[CH:35][C:34]([CH2:37][CH2:38][CH2:39][CH2:40][CH2:41][CH2:42][CH2:43][CH3:44])=[CH:33][CH:32]=1)[CH:22]=[C:21]2[C:46](=[O:59])[CH2:47][CH2:48][C:49]([O:51][CH2:52][C:53]1[CH:58]=[CH:57][CH:56]=[CH:55][CH:54]=1)=[O:50])=[O:17])[C:9]1[CH:14]=[CH:13][CH:12]=[CH:11][CH:10]=1.C(=O)([O-])O.[Na+].[Na+].[Cl-]. (3) The reactants are: [CH2:1]([O:8][C:9]1[CH:14]=[CH:13][C:12](Br)=[CH:11][CH:10]=1)[C:2]1[CH:7]=[CH:6][CH:5]=[CH:4][CH:3]=1.[CH3:16][O:17][C:18]([C:20]1[S:21][C:22]([Sn](CCCC)(CCCC)CCCC)=[CH:23][CH:24]=1)=[O:19]. Given the product [CH3:16][O:17][C:18]([C:20]1[S:21][C:22]([C:12]2[CH:13]=[CH:14][C:9]([O:8][CH2:1][C:2]3[CH:7]=[CH:6][CH:5]=[CH:4][CH:3]=3)=[CH:10][CH:11]=2)=[CH:23][CH:24]=1)=[O:19], predict the reactants needed to synthesize it. (4) Given the product [NH2:15][C:16]1[CH:17]=[C:18]([CH:19]=[CH:20][CH:21]=1)[O:22][C:2]1[N:7]=[N:6][C:5]([NH2:8])=[N:4][C:3]=1[C:9]1[CH:14]=[CH:13][CH:12]=[CH:11][CH:10]=1, predict the reactants needed to synthesize it. The reactants are: Br[C:2]1[N:7]=[N:6][C:5]([NH2:8])=[N:4][C:3]=1[C:9]1[CH:14]=[CH:13][CH:12]=[CH:11][CH:10]=1.[NH2:15][C:16]1[CH:17]=[C:18]([OH:22])[CH:19]=[CH:20][CH:21]=1. (5) The reactants are: COC1C=CC(C[N:8]2[C:12]3=[N:13][CH:14]=[C:15]([C:17]4[CH:18]=[C:19]([CH:23]=[CH:24][CH:25]=4)[C:20]([O-:22])=[O:21])[CH:16]=[C:11]3[C:10]([CH3:26])=[N:9]2)=CC=1.F[C:30](F)(F)[C:31](O)=O. Given the product [CH3:26][C:10]1[C:11]2[C:12](=[N:13][CH:14]=[C:15]([C:17]3[CH:18]=[C:19]([CH:23]=[CH:24][CH:25]=3)[C:20]([O:22][CH2:30][CH3:31])=[O:21])[CH:16]=2)[NH:8][N:9]=1, predict the reactants needed to synthesize it. (6) Given the product [C:1]([C:4]1[CH:5]=[C:6]([NH:10][C:11]2[C:20]3[C:15](=[CH:16][C:17]([O:22][CH3:23])=[C:18]([NH:21][CH:40]4[CH2:39][NH:44][CH2:41]4)[CH:19]=3)[N:14]=[CH:13][N:12]=2)[CH:7]=[CH:8][CH:9]=1)(=[O:3])[CH3:2], predict the reactants needed to synthesize it. The reactants are: [C:1]([C:4]1[CH:5]=[C:6]([NH:10][C:11]2[C:20]3[C:15](=[CH:16][C:17]([O:22][CH3:23])=[C:18]([NH2:21])[CH:19]=3)[N:14]=[CH:13][N:12]=2)[CH:7]=[CH:8][CH:9]=1)(=[O:3])[CH3:2].C([C:39]1[CH:40]=[C:41]([NH:44]C2C3C(=[CH:39][C:40](OC)=[C:41]([N+:44]([O-])=O)C=3)N=CN=2)C=CC=1)(=O)C. (7) Given the product [C:6]([C:8]1[CH:13]=[CH:12][C:11]([NH:14][C:28](=[O:29])[C:27]2[CH:31]=[CH:32][C:24]([N:21]3[CH2:22][CH2:23][N:18]([CH3:17])[CH2:19][CH2:20]3)=[CH:25][CH:26]=2)=[CH:10][CH:9]=1)([C:5]1[CH:15]=[CH:16][C:2]([NH:1][C:28](=[O:29])[C:27]2[CH:26]=[CH:25][C:24]([N:21]3[CH2:20][CH2:19][N:18]([CH3:17])[CH2:23][CH2:22]3)=[CH:32][CH:31]=2)=[CH:3][CH:4]=1)=[O:7], predict the reactants needed to synthesize it. The reactants are: [NH2:1][C:2]1[CH:16]=[CH:15][C:5]([C:6]([C:8]2[CH:13]=[CH:12][C:11]([NH2:14])=[CH:10][CH:9]=2)=[O:7])=[CH:4][CH:3]=1.[CH3:17][N:18]1[CH2:23][CH2:22][N:21]([C:24]2[CH:32]=[CH:31][C:27]([C:28]([O-])=[O:29])=[CH:26][CH:25]=2)[CH2:20][CH2:19]1. (8) Given the product [CH3:39][O:40][C:41]1[CH:46]=[CH:45][C:44]([C:2]2[CH:7]=[CH:6][C:5]([N:8]3[C:12]([C:13]4[CH:18]=[CH:17][C:16]([O:19][CH3:20])=[C:15]([O:21][C@@H:22]5[CH2:26][CH2:25][O:24][CH2:23]5)[CH:14]=4)=[CH:11][CH:10]=[N:9]3)=[CH:4][CH:3]=2)=[CH:43][N:42]=1, predict the reactants needed to synthesize it. The reactants are: Br[C:2]1[CH:7]=[CH:6][C:5]([N:8]2[C:12]([C:13]3[CH:18]=[CH:17][C:16]([O:19][CH3:20])=[C:15]([O:21][C@@H:22]4[CH2:26][CH2:25][O:24][CH2:23]4)[CH:14]=3)=[CH:11][CH:10]=[N:9]2)=[CH:4][CH:3]=1.C(=O)([O-])[O-].[Na+].[Na+].COCCOC.[CH3:39][O:40][C:41]1[CH:46]=[CH:45][C:44](B(O)O)=[CH:43][N:42]=1. (9) Given the product [CH2:1]([O:3][C:4]([C:6]1([C:9]2[CH:10]=[CH:11][C:12]([C:15]3[CH:20]=[CH:19][C:18]([C:21]4[O:25][N:24]=[C:23]([CH3:26])[C:22]=4[NH:27][C:29]4[CH:30]=[N:31][CH:32]=[C:33]([C:35]5[CH:40]=[CH:39][CH:38]=[CH:37][C:36]=5[Cl:41])[CH:34]=4)=[CH:17][CH:16]=3)=[CH:13][CH:14]=2)[CH2:8][CH2:7]1)=[O:5])[CH3:2], predict the reactants needed to synthesize it. The reactants are: [CH2:1]([O:3][C:4]([C:6]1([C:9]2[CH:14]=[CH:13][C:12]([C:15]3[CH:20]=[CH:19][C:18]([C:21]4[O:25][N:24]=[C:23]([CH3:26])[C:22]=4[NH2:27])=[CH:17][CH:16]=3)=[CH:11][CH:10]=2)[CH2:8][CH2:7]1)=[O:5])[CH3:2].Br[C:29]1[CH:30]=[N:31][CH:32]=[C:33]([C:35]2[CH:40]=[CH:39][CH:38]=[CH:37][C:36]=2[Cl:41])[CH:34]=1. (10) Given the product [Cl:47][C:44]1[CH:45]=[CH:46][C:41]([C:38]2[CH:39]=[CH:40][C:35]([C:33]([NH:32][CH2:31][CH2:30][C:27]3[CH:26]=[CH:25][C:24]([CH2:23][N:1]4[CH2:5][CH2:4][CH2:3][C@H:2]4[C:6]([O:8][CH3:9])=[O:7])=[CH:29][CH:28]=3)=[O:34])=[CH:36][CH:37]=2)=[CH:42][CH:43]=1, predict the reactants needed to synthesize it. The reactants are: [NH:1]1[CH2:5][CH2:4][CH2:3][C@H:2]1[C:6]([O:8][CH3:9])=[O:7].Cl.C(N(CC)CC)C.CS(O[CH2:23][C:24]1[CH:29]=[CH:28][C:27]([CH2:30][CH2:31][NH:32][C:33]([C:35]2[CH:40]=[CH:39][C:38]([C:41]3[CH:46]=[CH:45][C:44]([Cl:47])=[CH:43][CH:42]=3)=[CH:37][CH:36]=2)=[O:34])=[CH:26][CH:25]=1)(=O)=O.